The task is: Predict the reactants needed to synthesize the given product.. This data is from Full USPTO retrosynthesis dataset with 1.9M reactions from patents (1976-2016). (1) Given the product [Br:1][C:2]1[C:3]([O:17][CH3:18])=[C:4]([C:13]([O:15][CH3:16])=[O:14])[C:5]2[N:6]=[CH:7][C:8]([C:23]3[CH:22]=[CH:21][C:20]([F:19])=[C:25]([F:26])[CH:24]=3)=[N:9][C:10]=2[CH:11]=1.[F:19][C:20]1[CH:21]=[C:22]([C:8]2[CH:7]=[N:6][C:5]3[C:4]([C:13]([O:15][CH3:16])=[O:14])=[C:3]([O:17][CH3:18])[C:2]([C:23]4[CH:22]=[CH:21][C:20]([F:19])=[C:25]([F:26])[CH:24]=4)=[CH:11][C:10]=3[N:9]=2)[CH:23]=[CH:24][C:25]=1[F:26], predict the reactants needed to synthesize it. The reactants are: [Br:1][C:2]1[C:3]([O:17][CH3:18])=[C:4]([C:13]([O:15][CH3:16])=[O:14])[C:5]2[N:6]=[CH:7][C:8](Cl)=[N:9][C:10]=2[CH:11]=1.[F:19][C:20]1[CH:21]=[C:22](B(O)O)[CH:23]=[CH:24][C:25]=1[F:26].C(=O)([O-])[O-].[K+].[K+]. (2) Given the product [OH:2][C:3]1[CH:17]=[CH:16][C:6]2[NH:7][C:8](=[O:15])[C:9]3[CH:10]=[CH:11][CH:12]=[N:13][C:14]=3[C:5]=2[CH:4]=1, predict the reactants needed to synthesize it. The reactants are: C[O:2][C:3]1[CH:17]=[CH:16][C:6]2[NH:7][C:8](=[O:15])[C:9]3[CH:10]=[CH:11][CH:12]=[N:13][C:14]=3[C:5]=2[CH:4]=1.ClCCl.B(Br)(Br)Br. (3) Given the product [CH3:16][C@H:17]1[NH:18][CH2:19][CH2:20][N:21]([CH2:2][C:3]([NH:5][C:6]2[CH:15]=[CH:14][CH:13]=[C:12]3[C:7]=2[CH:8]=[CH:9][CH:10]=[N:11]3)=[O:4])[CH2:22]1, predict the reactants needed to synthesize it. The reactants are: Cl[CH2:2][C:3]([NH:5][C:6]1[CH:15]=[CH:14][CH:13]=[C:12]2[C:7]=1[CH:8]=[CH:9][CH:10]=[N:11]2)=[O:4].[CH3:16][C@@H:17]1[CH2:22][NH:21][CH2:20][CH2:19][NH:18]1.